Task: Predict the reaction yield, written as a fraction of the theoretical maximum amount of product (1.0 means a 100% yield; for example, 0.34 means a 34% yield).. Dataset: Reaction yield outcomes from USPTO patents with 853,638 reactions (1) The reactants are [OH:1][C:2]1[CH:3]=[C:4]([CH:9]=[C:10]([O:13][CH3:14])[C:11]=1[OH:12])[C:5]([O:7][CH3:8])=[O:6].[C:15]([O-])([O-])=O.[K+].[K+]. The catalyst is CC(C)=O. The product is [CH3:14][O:13][C:10]1[C:11]2[O:12][CH2:15][O:1][C:2]=2[CH:3]=[C:4]([C:5]([O:7][CH3:8])=[O:6])[CH:9]=1. The yield is 0.800. (2) The reactants are [CH:1]([C:4]1[CH:5]=[N:6][N:7]2[C:12](N(C)C3C=CC=CC=3)=[N:11][C:10]([S:21][CH3:22])=[N:9][C:8]=12)([CH3:3])[CH3:2].[Br:23][C:24]1[CH:31]=[CH:30][C:27]([CH2:28][NH2:29])=[CH:26][CH:25]=1. The catalyst is CCO. The product is [Br:23][C:24]1[CH:31]=[CH:30][C:27]([CH2:28][NH:29][C:12]2[N:7]3[N:6]=[CH:5][C:4]([CH:1]([CH3:3])[CH3:2])=[C:8]3[N:9]=[C:10]([S:21][CH3:22])[N:11]=2)=[CH:26][CH:25]=1. The yield is 0.750. (3) The reactants are Br[C:2]1[N:3]=[C:4]([C:7]2[CH:16]=[C:15]([OH:17])[C:14]3[C:9](=[C:10]([Cl:20])[C:11]([O:18][CH3:19])=[CH:12][CH:13]=3)[N:8]=2)[S:5][CH:6]=1.O.C[C:23]([N:25](C)C)=O. The catalyst is [Zn].[C-]#N.[C-]#N.[Zn+2].C1C=CC(/C=C/C(/C=C/C2C=CC=CC=2)=O)=CC=1.C1C=CC(/C=C/C(/C=C/C2C=CC=CC=2)=O)=CC=1.C1C=CC(/C=C/C(/C=C/C2C=CC=CC=2)=O)=CC=1.[Pd].[Pd].C1C=CC(P(C2C=CC=CC=2)[C-]2C=CC=C2)=CC=1.C1C=CC(P(C2C=CC=CC=2)[C-]2C=CC=C2)=CC=1.[Fe+2]. The product is [Cl:20][C:10]1[C:11]([O:18][CH3:19])=[CH:12][CH:13]=[C:14]2[C:9]=1[N:8]=[C:7]([C:4]1[S:5][CH:6]=[C:2]([C:23]#[N:25])[N:3]=1)[CH:16]=[C:15]2[OH:17]. The yield is 0.810. (4) The reactants are I[C:2]1[C:3]([CH3:12])=[CH:4][C:5]([CH3:11])=[C:6]([CH:10]=1)[C:7]([OH:9])=[O:8].[Li]CCCC.CN([CH:21]=[O:22])C. The catalyst is O1CCCC1. The product is [CH:21]([C:2]1[C:3]([CH3:12])=[CH:4][C:5]([CH3:11])=[C:6]([CH:10]=1)[C:7]([OH:9])=[O:8])=[O:22]. The yield is 0.740. (5) The reactants are [OH:1][C@@H:2]([C:23]1[CH:28]=[CH:27][CH:26]=[CH:25][CH:24]=1)[CH2:3][CH2:4][N:5]1[CH2:10][CH2:9][CH:8]([C:11]2[CH:12]=[C:13]([NH:17][C:18](=[O:22])[CH:19]([CH3:21])[CH3:20])[CH:14]=[CH:15][CH:16]=2)[CH2:7][CH2:6]1.[F:29][C:30]1[CH:35]=[CH:34][C:33]([F:36])=[CH:32][C:31]=1O.C1(P(C2C=CC=CC=2)C2C=CC=CC=2)C=CC=CC=1.N(C(OCC)=O)=NC(OCC)=O.N. The product is [F:29][C:30]1[CH:35]=[CH:34][C:33]([F:36])=[CH:32][C:31]=1[O:1][C@H:2]([C:23]1[CH:24]=[CH:25][CH:26]=[CH:27][CH:28]=1)[CH2:3][CH2:4][N:5]1[CH2:10][CH2:9][CH:8]([C:11]2[CH:12]=[C:13]([NH:17][C:18](=[O:22])[CH:19]([CH3:21])[CH3:20])[CH:14]=[CH:15][CH:16]=2)[CH2:7][CH2:6]1. The yield is 0.401. The catalyst is C1COCC1.C(Cl)(Cl)Cl.